Dataset: Full USPTO retrosynthesis dataset with 1.9M reactions from patents (1976-2016). Task: Predict the reactants needed to synthesize the given product. The reactants are: [CH3:1][CH:2]([CH3:22])[CH2:3][C@H:4]([N:8]1[CH2:12][C:11]([O:13][C:14]2[CH:19]=[CH:18][CH:17]=[CH:16][C:15]=2[CH3:20])=[CH:10][C:9]1=[O:21])[C:5]([OH:7])=O.[CH3:23][C:24]1([CH3:36])[O:28][C@H:27]([CH2:29][N:30]2[CH:34]=[CH:33][C:32]([NH2:35])=[N:31]2)[CH2:26][O:25]1.F[P-](F)(F)(F)(F)F.N1(O[P+](N(C)C)(N(C)C)N(C)C)C2C=CC=CC=2N=N1.C(N(CC)CC)C. Given the product [CH3:23][C:24]1([CH3:36])[O:28][C@H:27]([CH2:29][N:30]2[CH:34]=[CH:33][C:32]([NH:35][C:5](=[O:7])[C@@H:4]([N:8]3[CH2:12][C:11]([O:13][C:14]4[CH:19]=[CH:18][CH:17]=[CH:16][C:15]=4[CH3:20])=[CH:10][C:9]3=[O:21])[CH2:3][CH:2]([CH3:1])[CH3:22])=[N:31]2)[CH2:26][O:25]1, predict the reactants needed to synthesize it.